Task: Predict the product of the given reaction.. Dataset: Forward reaction prediction with 1.9M reactions from USPTO patents (1976-2016) (1) Given the reactants [C:1]1([C@H:7]([NH:22][C:23](=[O:33])[O:24][C@@H:25]2[CH:30]3[CH2:31][CH2:32][N:27]([CH2:28][CH2:29]3)[CH2:26]2)[C:8]2[CH:13]=[CH:12][CH:11]=[C:10]([O:14][CH2:15][CH:16]3[CH2:21][CH2:20][NH:19][CH2:18][CH2:17]3)[CH:9]=2)[CH:6]=[CH:5][CH:4]=[CH:3][CH:2]=1.[O:34]1[CH2:38][CH2:37][O:36][CH:35]1[CH2:39][C:40]1[CH:48]=[CH:47][C:43]([C:44](O)=[O:45])=[CH:42][CH:41]=1.C1([C@H](NC(O[C@@H]2C3CCN(CC3)C2)=O)C2C=C(C=CC=2)OCC2C=CC(C(O)=O)=CC=2)C=CC=CC=1, predict the reaction product. The product is: [N:27]12[CH2:32][CH2:31][CH:30]([CH2:29][CH2:28]1)[C@@H:25]([O:24][C:23](=[O:33])[NH:22][C@H:7]([C:8]1[CH:13]=[CH:12][CH:11]=[C:10]([O:14][CH2:15][CH:16]3[CH2:17][CH2:18][N:19]([C:44](=[O:45])[C:43]4[CH:42]=[CH:41][C:40]([CH2:39][CH:35]5[O:36][CH2:37][CH2:38][O:34]5)=[CH:48][CH:47]=4)[CH2:20][CH2:21]3)[CH:9]=1)[C:1]1[CH:2]=[CH:3][CH:4]=[CH:5][CH:6]=1)[CH2:26]2. (2) Given the reactants Cl[C:2]1[CH:7]=[CH:6][C:5]([O:8][CH3:9])=[CH:4][C:3]=1[N+:10]([O-])=O.[C:13]1([NH:19][C:20](=O)[CH3:21])[CH:18]=[CH:17][CH:16]=[CH:15][CH:14]=1, predict the reaction product. The product is: [CH3:9][O:8][C:5]1[CH:6]=[CH:7][C:2]2[N:19]([C:13]3[CH:18]=[CH:17][CH:16]=[CH:15][CH:14]=3)[C:20]([CH3:21])=[N:10][C:3]=2[CH:4]=1. (3) Given the reactants [CH2:1]([N:5]([CH2:14][CH2:15][CH2:16][CH3:17])[C:6]1[CH:13]=[CH:12][C:9]([CH:10]=O)=[CH:8][CH:7]=1)[CH2:2][CH2:3][CH3:4].[CH3:18][CH:19]([CH3:35])[C:20]([NH:22][C:23]1[CH:28]=[CH:27][CH:26]=[C:25]([CH:29]2[CH2:34][CH2:33][NH:32][CH2:31][CH2:30]2)[CH:24]=1)=[O:21], predict the reaction product. The product is: [CH2:1]([N:5]([CH2:14][CH2:15][CH2:16][CH3:17])[C:6]1[CH:13]=[CH:12][C:9]([CH2:10][N:32]2[CH2:33][CH2:34][CH:29]([C:25]3[CH:24]=[C:23]([NH:22][C:20](=[O:21])[CH:19]([CH3:18])[CH3:35])[CH:28]=[CH:27][CH:26]=3)[CH2:30][CH2:31]2)=[CH:8][CH:7]=1)[CH2:2][CH2:3][CH3:4]. (4) Given the reactants Cl[C:2]1[N:7]=[N:6][C:5]([O:8][CH2:9][CH2:10][C:11]2[CH:16]=[CH:15][C:14]([Cl:17])=[CH:13][CH:12]=2)=[C:4]([C:18]([O:20][CH3:21])=[O:19])[CH:3]=1.C([Si]([O:29][C:30]1[C:35]([Cl:36])=[CH:34][C:33](B2OC(C)(C)C(C)(C)O2)=[CH:32][C:31]=1[Cl:46])(C)C)(C)(C)C.[F-].[Cs+].CC(O)=O, predict the reaction product. The product is: [Cl:17][C:14]1[CH:15]=[CH:16][C:11]([CH2:10][CH2:9][O:8][C:5]2[N:6]=[N:7][C:2]([C:33]3[CH:34]=[C:35]([Cl:36])[C:30]([OH:29])=[C:31]([Cl:46])[CH:32]=3)=[CH:3][C:4]=2[C:18]([O:20][CH3:21])=[O:19])=[CH:12][CH:13]=1. (5) Given the reactants [CH3:1][C:2]1[C:7]([CH3:8])=[C:6]([NH:9][CH2:10][CH2:11][NH:12][C:13](=[O:19])[O:14][C:15]([CH3:18])([CH3:17])[CH3:16])[C:5]([N+:20]([O-])=O)=[C:4]([O:23][C:24]2[CH:29]=[CH:28][CH:27]=[CH:26][CH:25]=2)[N:3]=1, predict the reaction product. The product is: [NH2:20][C:5]1[C:4]([O:23][C:24]2[CH:25]=[CH:26][CH:27]=[CH:28][CH:29]=2)=[N:3][C:2]([CH3:1])=[C:7]([CH3:8])[C:6]=1[NH:9][CH2:10][CH2:11][NH:12][C:13](=[O:19])[O:14][C:15]([CH3:18])([CH3:17])[CH3:16].